From a dataset of Reaction yield outcomes from USPTO patents with 853,638 reactions. Predict the reaction yield, written as a fraction of the theoretical maximum amount of product (1.0 means a 100% yield; for example, 0.34 means a 34% yield). The reactants are C([O-])=O.[NH4+].[CH2:5]([O:12][C:13]1[CH:18]=[CH:17][C:16]([N+:19]([O-])=O)=[CH:15][C:14]=1[F:22])[C:6]1[CH:11]=[CH:10][CH:9]=[CH:8][CH:7]=1.C1(C)C=CC=CC=1. The catalyst is [Fe].O. The product is [CH2:5]([O:12][C:13]1[CH:18]=[CH:17][C:16]([NH2:19])=[CH:15][C:14]=1[F:22])[C:6]1[CH:7]=[CH:8][CH:9]=[CH:10][CH:11]=1. The yield is 1.00.